From a dataset of Full USPTO retrosynthesis dataset with 1.9M reactions from patents (1976-2016). Predict the reactants needed to synthesize the given product. Given the product [F:14][C:15]1[CH:34]=[C:33]([F:35])[CH:32]=[CH:31][C:16]=1[CH2:17][C@H:18]1[CH2:23][C@H:22]([C:9](=[O:11])[CH2:8][C:7]([O:6][CH2:4][CH3:5])=[O:12])[CH2:21][CH2:20][N:19]1[C:27]([O:29][CH3:30])=[O:28].[F:14][C:15]1[CH:34]=[C:33]([F:35])[CH:32]=[CH:31][C:16]=1[CH2:17][C@H:18]1[CH2:23][C@@H:22]([C:24](=[O:26])[CH2:8][C:7]([O:6][CH2:4][CH3:5])=[O:12])[CH2:21][CH2:20][N:19]1[C:27]([O:29][CH3:30])=[O:28], predict the reactants needed to synthesize it. The reactants are: [Cl-].[Mg+2].[Cl-].[CH2:4]([O:6][C:7](=[O:12])[CH2:8][C:9]([O-:11])=O)[CH3:5].[K+].[F:14][C:15]1[CH:34]=[C:33]([F:35])[CH:32]=[CH:31][C:16]=1[CH2:17][CH:18]1[CH2:23][CH:22]([C:24]([OH:26])=O)[CH2:21][CH2:20][N:19]1[C:27]([O:29][CH3:30])=[O:28].N1(C(N2C=CN=C2)=O)C=CN=C1.